This data is from Forward reaction prediction with 1.9M reactions from USPTO patents (1976-2016). The task is: Predict the product of the given reaction. (1) Given the reactants [ClH:1].C(OC([N:9]1[CH2:13][CH2:12][CH:11]([C:14]2[CH:19]=[CH:18][C:17]([S:20]([C:23]3[CH:28]=[CH:27][CH:26]=[C:25]([F:29])[CH:24]=3)(=[O:22])=[O:21])=[CH:16][C:15]=2[O:30][CH2:31][CH2:32][OH:33])[CH2:10]1)=O)(C)(C)C, predict the reaction product. The product is: [ClH:1].[F:29][C:25]1[CH:24]=[C:23]([S:20]([C:17]2[CH:18]=[CH:19][C:14]([CH:11]3[CH2:12][CH2:13][NH:9][CH2:10]3)=[C:15]([CH:16]=2)[O:30][CH2:31][CH2:32][OH:33])(=[O:21])=[O:22])[CH:28]=[CH:27][CH:26]=1. (2) Given the reactants [Cl:1][C:2]1[CH:9]=[C:8]([N:10]([CH2:16][C:17]2[CH:22]=[CH:21][CH:20]=[CH:19][CH:18]=2)[C@H:11]2[CH2:15][CH2:14][NH:13][CH2:12]2)[CH:7]=[CH:6][C:3]=1[C:4]#[N:5].[F:23][C:24]([F:32])([F:31])[CH2:25][CH2:26][S:27](Cl)(=[O:29])=[O:28], predict the reaction product. The product is: [Cl:1][C:2]1[CH:9]=[C:8]([N:10]([CH2:16][C:17]2[CH:18]=[CH:19][CH:20]=[CH:21][CH:22]=2)[C@H:11]2[CH2:15][CH2:14][N:13]([S:27]([CH2:26][CH2:25][C:24]([F:32])([F:31])[F:23])(=[O:29])=[O:28])[CH2:12]2)[CH:7]=[CH:6][C:3]=1[C:4]#[N:5]. (3) Given the reactants [CH2:1]([C:3]1[CH:8]=[CH:7][C:6]([CH:9]2[CH2:14][N:13]([C:15]([N:17]3[CH2:22][CH2:21][O:20][CH2:19][CH2:18]3)=[O:16])[CH2:12][CH:11]([C:23](O)=O)[CH2:10]2)=[CH:5][CH:4]=1)[CH3:2].[OH:26][NH:27][C:28](=[NH:37])[CH2:29][C:30]1[CH:35]=[CH:34][CH:33]=[C:32]([CH3:36])[CH:31]=1, predict the reaction product. The product is: [CH2:1]([C:3]1[CH:4]=[CH:5][C:6]([CH:9]2[CH2:10][CH:11]([C:23]3[O:26][N:27]=[C:28]([CH2:29][C:30]4[CH:35]=[CH:34][CH:33]=[C:32]([CH3:36])[CH:31]=4)[N:37]=3)[CH2:12][N:13]([C:15]([N:17]3[CH2:18][CH2:19][O:20][CH2:21][CH2:22]3)=[O:16])[CH2:14]2)=[CH:7][CH:8]=1)[CH3:2]. (4) The product is: [Cl:1][C:2]1[C:3]([OH:26])=[C:4]([CH2:12][N:13]2[CH2:18][CH2:17][N:16]([C:19]([O:21][C:22]([CH3:23])([CH3:25])[CH3:24])=[O:20])[CH2:15][CH2:14]2)[C:5]2[O:9]/[C:8](=[CH:37]\[C:31]3[C:30]4[C:34](=[CH:35][CH:36]=[C:28]([F:27])[CH:29]=4)[NH:33][N:32]=3)/[C:7](=[O:10])[C:6]=2[CH:11]=1. Given the reactants [Cl:1][C:2]1[C:3]([OH:26])=[C:4]([CH2:12][N:13]2[CH2:18][CH2:17][N:16]([C:19]([O:21][C:22]([CH3:25])([CH3:24])[CH3:23])=[O:20])[CH2:15][CH2:14]2)[C:5]2[O:9][CH2:8][C:7](=[O:10])[C:6]=2[CH:11]=1.[F:27][C:28]1[CH:29]=[C:30]2[C:34](=[CH:35][CH:36]=1)[NH:33][N:32]=[C:31]2[CH:37]=O.N1CCCCC1, predict the reaction product. (5) Given the reactants [NH2:1][C:2](=[N:12][OH:13])[C:3]1[CH:11]=[CH:10][C:6]([C:7]([NH2:9])=O)=[CH:5][CH:4]=1.C(C1C=CC(CN[C:22](=[O:28])[O:23][C:24]([CH3:27])([CH3:26])[CH3:25])=CC=1)#N, predict the reaction product. The product is: [NH2:1][C:2](=[N:12][OH:13])[C:3]1[CH:11]=[CH:10][C:6]([CH2:7][NH:9][C:22](=[O:28])[O:23][C:24]([CH3:27])([CH3:26])[CH3:25])=[CH:5][CH:4]=1. (6) Given the reactants [NH2:1][C:2]1[CH:3]=[C:4]([C:8]2[N:13]3[N:14]=[CH:15][C:16]([C:17]([C:19]4[S:20][CH:21]=[CH:22][CH:23]=4)=[O:18])=[C:12]3[N:11]=[CH:10][CH:9]=2)[CH:5]=[CH:6][CH:7]=1.[C:24](Cl)(=[O:27])[CH:25]=[CH2:26], predict the reaction product. The product is: [S:20]1[CH:21]=[CH:22][CH:23]=[C:19]1[C:17]([C:16]1[CH:15]=[N:14][N:13]2[C:8]([C:4]3[CH:3]=[C:2]([NH:1][C:24](=[O:27])[CH:25]=[CH2:26])[CH:7]=[CH:6][CH:5]=3)=[CH:9][CH:10]=[N:11][C:12]=12)=[O:18].